Dataset: Catalyst prediction with 721,799 reactions and 888 catalyst types from USPTO. Task: Predict which catalyst facilitates the given reaction. (1) Reactant: [C:1]([O:5][C:6]([N:8]1[C:16]2[C:11](=[C:12]([CH:20]([C:22]3[O:23][C:24]4[CH:30]=[CH:29][C:28]([C:31]#[N:32])=[CH:27][C:25]=4[N:26]=3)[OH:21])[C:13]([O:18][CH3:19])=[CH:14][C:15]=2[CH3:17])[CH:10]=[CH:9]1)=[O:7])([CH3:4])([CH3:3])[CH3:2]. Product: [C:31]([C:28]1[CH:29]=[CH:30][C:24]2[O:23][C:22]([C:20]([C:12]3[C:13]([O:18][CH3:19])=[CH:14][C:15]([CH3:17])=[C:16]4[C:11]=3[CH:10]=[CH:9][N:8]4[C:6]([O:5][C:1]([CH3:3])([CH3:2])[CH3:4])=[O:7])=[O:21])=[N:26][C:25]=2[CH:27]=1)#[N:32]. The catalyst class is: 177. (2) The catalyst class is: 14. Reactant: [C:1]([C:5]1[CH:10]=[C:9]([C:11]2[S:15][C:14]([NH:16]C(=O)C)=[N:13][C:12]=2[CH3:20])[CH:8]=[CH:7][N:6]=1)([CH3:4])([CH3:3])[CH3:2].Cl. Product: [C:1]([C:5]1[CH:10]=[C:9]([C:11]2[S:15][C:14]([NH2:16])=[N:13][C:12]=2[CH3:20])[CH:8]=[CH:7][N:6]=1)([CH3:4])([CH3:3])[CH3:2]. (3) Reactant: [H-].[Na+].[CH2:3]([CH:6]([C:12]([O:14][CH2:15][CH3:16])=[O:13])[C:7]([O:9][CH2:10][CH3:11])=[O:8])[CH:4]=[CH2:5].Br[CH2:18][C:19]#[CH:20]. Product: [CH2:3]([C:6]([CH2:20][C:19]#[CH:18])([C:12]([O:14][CH2:15][CH3:16])=[O:13])[C:7]([O:9][CH2:10][CH3:11])=[O:8])[CH:4]=[CH2:5]. The catalyst class is: 215. (4) Reactant: [CH3:1][CH:2]([CH3:25])[C@H:3]([NH:17]C(OC(C)(C)C)=O)[CH2:4][NH:5][C:6]([C:8]1[O:9][C:10]2[CH:16]=[CH:15][CH:14]=[CH:13][C:11]=2[CH:12]=1)=[O:7].[ClH:26].C(OCC)(=O)C. Product: [ClH:26].[CH3:1][CH:2]([CH3:25])[C@H:3]([NH2:17])[CH2:4][NH:5][C:6]([C:8]1[O:9][C:10]2[CH:16]=[CH:15][CH:14]=[CH:13][C:11]=2[CH:12]=1)=[O:7]. The catalyst class is: 13.